From a dataset of Full USPTO retrosynthesis dataset with 1.9M reactions from patents (1976-2016). Predict the reactants needed to synthesize the given product. (1) Given the product [CH3:14][O:13][C:9]1[CH:10]=[CH:11][CH:12]=[C:3](/[CH:1]=[C:24]2\[N:23]=[C:15]([C:16]3[CH:17]=[CH:18][CH:19]=[CH:20][CH:21]=3)[O:27][C:25]\2=[O:26])[C:4]=1[C:5]([O:7][CH3:8])=[O:6], predict the reactants needed to synthesize it. The reactants are: [CH:1]([C:3]1[CH:12]=[CH:11][CH:10]=[C:9]([O:13][CH3:14])[C:4]=1[C:5]([O:7][CH3:8])=[O:6])=O.[C:15]([NH:23][CH2:24][C:25]([OH:27])=[O:26])(=O)[C:16]1[CH:21]=[CH:20][CH:19]=[CH:18][CH:17]=1.CC([O-])=O.[Na+]. (2) The reactants are: O.[OH-].[Li+].[F:4][C:5]1[CH:10]=[C:9]([N:11](S(C2C=CC=CC=2[N+]([O-])=O)(=O)=O)[CH2:12][C:13]2[CH:22]=[CH:21][CH:20]=[C:19]3[C:14]=2[CH2:15][CH2:16][CH2:17][N:18]3[CH2:23][CH2:24][CH2:25][C:26]2[CH:31]=[CH:30][CH:29]=[CH:28][CH:27]=2)[CH:8]=[CH:7][C:6]=1[CH2:44][CH2:45][C:46]([O:48][CH2:49][CH3:50])=[O:47].SCC(O)=O.C(=O)(O)[O-].[Na+]. Given the product [F:4][C:5]1[CH:10]=[C:9]([NH:11][CH2:12][C:13]2[CH:22]=[CH:21][CH:20]=[C:19]3[C:14]=2[CH2:15][CH2:16][CH2:17][N:18]3[CH2:23][CH2:24][CH2:25][C:26]2[CH:31]=[CH:30][CH:29]=[CH:28][CH:27]=2)[CH:8]=[CH:7][C:6]=1[CH2:44][CH2:45][C:46]([O:48][CH2:49][CH3:50])=[O:47], predict the reactants needed to synthesize it. (3) Given the product [C:1]1([S:7]([N:10]2[C:14]3=[N:15][CH:16]=[C:17]([CH3:19])[CH:18]=[C:13]3[CH:12]=[C:11]2[CH:20]([OH:37])[CH2:21][CH:22]2[CH2:23][CH2:27][CH2:26][CH2:25]2)(=[O:9])=[O:8])[CH:6]=[CH:5][CH:4]=[CH:3][CH:2]=1, predict the reactants needed to synthesize it. The reactants are: [C:1]1([S:7]([N:10]2[C:14]3=[N:15][CH:16]=[C:17]([CH3:19])[CH:18]=[C:13]3[CH:12]=[CH:11]2)(=[O:9])=[O:8])[CH:6]=[CH:5][CH:4]=[CH:3][CH:2]=1.[CH2:20]([Li])[CH2:21][CH2:22][CH3:23].[CH3:25][CH2:26][CH2:27]CCC.C1(C=[O:37])CCCC1. (4) Given the product [CH:1]([O:4][C:13](=[O:14])[O:15][CH2:16][Cl:17])([CH3:3])[CH3:2], predict the reactants needed to synthesize it. The reactants are: [CH:1]([OH:4])([CH3:3])[CH3:2].C(N(CC)CC)C.Cl[C:13]([O:15][CH2:16][Cl:17])=[O:14]. (5) Given the product [F:1][C:2]1[CH:7]=[CH:6][C:5]([C:8]2[O:12][N:11]=[C:10]([C:13]([N:15]3[CH2:20][C@H:19]([C:21]4[CH:26]=[CH:25][CH:24]=[CH:23][CH:22]=4)[N:18]([CH3:35])[C:17](=[O:27])[C@@H:16]3[CH2:28][CH:29]([CH3:31])[CH3:30])=[O:14])[CH:9]=2)=[CH:4][CH:3]=1, predict the reactants needed to synthesize it. The reactants are: [F:1][C:2]1[CH:7]=[CH:6][C:5]([C:8]2[O:12][N:11]=[C:10]([C:13]([N:15]3[CH2:20][C@H:19]([C:21]4[CH:26]=[CH:25][CH:24]=[CH:23][CH:22]=4)[NH:18][C:17](=[O:27])[C@@H:16]3[CH2:28][CH:29]([CH3:31])[CH3:30])=[O:14])[CH:9]=2)=[CH:4][CH:3]=1.[H-].[Na+].I[CH3:35]. (6) Given the product [OH:16][CH2:15][C:12]1[N:13]=[CH:14][C:9]([NH:8][C:6](=[O:7])[O:5][C:1]([CH3:3])([CH3:2])[CH3:4])=[CH:10][CH:11]=1, predict the reactants needed to synthesize it. The reactants are: [C:1]([O:5][C:6]([NH:8][C:9]1[CH:10]=[CH:11][C:12]([C:15](OCC)=[O:16])=[N:13][CH:14]=1)=[O:7])([CH3:4])([CH3:3])[CH3:2].[H-].[H-].[H-].[H-].[Li+].[Al+3]. (7) The reactants are: Cl[C:2]1[CH:7]=[CH:6][N:5]=[C:4]2[CH:8]=[C:9]([C:11]3[N:12]=[CH:13][N:14]([CH2:16][O:17][CH2:18][CH2:19][Si:20]([CH3:23])([CH3:22])[CH3:21])[CH:15]=3)[S:10][C:3]=12.C(=O)([O-])[O-].[K+].[K+].[F:30][C:31]1[CH:36]=[C:35]([N+:37]([O-:39])=[O:38])[CH:34]=[CH:33][C:32]=1[OH:40]. Given the product [F:30][C:31]1[CH:36]=[C:35]([N+:37]([O-:39])=[O:38])[CH:34]=[CH:33][C:32]=1[O:40][C:2]1[CH:7]=[CH:6][N:5]=[C:4]2[CH:8]=[C:9]([C:11]3[N:12]=[CH:13][N:14]([CH2:16][O:17][CH2:18][CH2:19][Si:20]([CH3:23])([CH3:22])[CH3:21])[CH:15]=3)[S:10][C:3]=12, predict the reactants needed to synthesize it.